Dataset: Catalyst prediction with 721,799 reactions and 888 catalyst types from USPTO. Task: Predict which catalyst facilitates the given reaction. Reactant: [NH2:1][C:2]([N:4]([CH2:22][C:23]1[CH:28]=[CH:27][C:26]([C:29]([F:32])([F:31])[F:30])=[CH:25][CH:24]=1)[CH2:5][CH2:6][C:7]1[CH:21]=[CH:20][C:10]([O:11][C:12]([CH3:19])([CH3:18])[C:13]([O:15][CH2:16][CH3:17])=[O:14])=[CH:9][CH:8]=1)=[S:3].[Cl:33][C:34]1[CH:35]=[C:36]([CH:41]=[CH:42][CH:43]=1)[C:37](=O)[CH2:38]Br. Product: [Cl:33][C:34]1[CH:35]=[C:36]([C:37]2[N:1]=[C:2]([N:4]([CH2:22][C:23]3[CH:28]=[CH:27][C:26]([C:29]([F:30])([F:32])[F:31])=[CH:25][CH:24]=3)[CH2:5][CH2:6][C:7]3[CH:21]=[CH:20][C:10]([O:11][C:12]([CH3:18])([CH3:19])[C:13]([O:15][CH2:16][CH3:17])=[O:14])=[CH:9][CH:8]=3)[S:3][CH:38]=2)[CH:41]=[CH:42][CH:43]=1. The catalyst class is: 14.